From a dataset of Forward reaction prediction with 1.9M reactions from USPTO patents (1976-2016). Predict the product of the given reaction. (1) Given the reactants [CH3:1][O:2][C:3](=[O:17])[CH:4]([C:10]1[CH:15]=[CH:14][C:13]([OH:16])=[CH:12][CH:11]=1)[CH2:5][C:6]([O:8][CH3:9])=[O:7].[Cl-].[Mg+2].[Cl-].C=O.Cl.C[CH2:25][O:26]CC, predict the reaction product. The product is: [CH3:1][O:2][C:3](=[O:17])[CH:4]([C:10]1[CH:11]=[CH:12][C:13]([OH:16])=[C:14]([CH:25]=[O:26])[CH:15]=1)[CH2:5][C:6]([O:8][CH3:9])=[O:7]. (2) Given the reactants Cl[C:2]1[N:7]=[C:6]([NH:8][C:9]2[N:14]=[CH:13][C:12]3[N:15]=[C:16]([CH3:21])[N:17]([CH:18]([CH3:20])[CH3:19])[C:11]=3[CH:10]=2)[CH:5]=[CH:4][N:3]=1.C[O:23][C:24]([C:26]1[CH:31]=[CH:30][C:29](B(O)O)=[CH:28][N:27]=1)=[O:25], predict the reaction product. The product is: [CH:18]([N:17]1[C:11]2[CH:10]=[C:9]([NH:8][C:6]3[CH:5]=[CH:4][N:3]=[C:2]([C:29]4[CH:30]=[CH:31][C:26]([C:24]([OH:25])=[O:23])=[N:27][CH:28]=4)[N:7]=3)[N:14]=[CH:13][C:12]=2[N:15]=[C:16]1[CH3:21])([CH3:20])[CH3:19]. (3) Given the reactants Cl[C:2]1[C:11]2[C:6](=[CH:7][C:8]([F:13])=[CH:9][C:10]=2[F:12])[N:5]=[C:4]([CH2:14][CH2:15][C:16]2[CH:21]=[CH:20][CH:19]=[CH:18][CH:17]=2)[C:3]=1[CH3:22].[CH3:23][C:24]1([CH3:39])[C:28]2=[N:29][CH:30]=[C:31]([N:33]3[CH2:38][CH2:37][O:36][CH2:35][CH2:34]3)[CH:32]=[C:27]2[NH:26][CH2:25]1.C1(P(C2CCCCC2)C2C=CC=CC=2C2C(C(C)C)=CC(C(C)C)=CC=2C(C)C)CCCCC1.CC(C)([O-])C.[Na+], predict the reaction product. The product is: [CH3:23][C:24]1([CH3:39])[C:28]2=[N:29][CH:30]=[C:31]([N:33]3[CH2:38][CH2:37][O:36][CH2:35][CH2:34]3)[CH:32]=[C:27]2[N:26]([C:2]2[C:11]3[C:6](=[CH:7][C:8]([F:13])=[CH:9][C:10]=3[F:12])[N:5]=[C:4]([CH2:14][CH2:15][C:16]3[CH:21]=[CH:20][CH:19]=[CH:18][CH:17]=3)[C:3]=2[CH3:22])[CH2:25]1. (4) Given the reactants Br[CH:2]([C:5]1[C:6]([Cl:12])=[N:7][C:8]([Cl:11])=[N:9][CH:10]=1)[CH2:3][CH3:4].[CH3:13][O:14][C:15]1[CH:20]=[CH:19][C:18]([NH2:21])=[CH:17][CH:16]=1.C(=O)([O-])[O-].[K+].[K+].[I-].[K+], predict the reaction product. The product is: [Cl:11][C:8]1[N:7]=[C:6]([Cl:12])[C:5]([CH:2]([NH:21][C:18]2[CH:19]=[CH:20][C:15]([O:14][CH3:13])=[CH:16][CH:17]=2)[CH2:3][CH3:4])=[CH:10][N:9]=1.